From a dataset of Full USPTO retrosynthesis dataset with 1.9M reactions from patents (1976-2016). Predict the reactants needed to synthesize the given product. (1) Given the product [CH3:9][C:2]1([CH3:1])[CH2:3][CH:4]([NH:24][C:63]([NH:27][C:28]2[CH:33]=[C:32]([C:34]3[C:35]([CH3:55])=[N:36][C:37]4[C:42]([CH:43]=3)=[CH:41][N:40]=[C:39]([N:44]([CH2:46][C:47]3[CH:52]=[CH:51][C:50]([O:53][CH3:54])=[CH:49][CH:48]=3)[CH3:45])[CH:38]=4)[C:31]([CH3:56])=[CH:30][C:29]=2[F:57])=[O:58])[CH2:5]1, predict the reactants needed to synthesize it. The reactants are: [CH3:1][C:2]1([CH3:9])[CH2:5][CH:4](C(O)=O)[CH2:3]1.C1C=CC(P([N:24]=[N+]=[N-])(C2C=CC=CC=2)=O)=CC=1.[NH2:27][C:28]1[C:29]([F:57])=[CH:30][C:31]([CH3:56])=[C:32]([C:34]2[C:35]([CH3:55])=[N:36][C:37]3[C:42]([CH:43]=2)=[CH:41][N:40]=[C:39]([N:44]([CH2:46][C:47]2[CH:52]=[CH:51][C:50]([O:53][CH3:54])=[CH:49][CH:48]=2)[CH3:45])[CH:38]=3)[CH:33]=1.[O:58]1[CH2:63]COCC1. (2) Given the product [Cl:1][C:2]1[CH:3]=[C:4]([O:13][CH:14]2[CH2:19][CH2:18][O:17][CH2:16][CH2:15]2)[C:5]([CH3:12])=[C:6]([CH:11]=1)[C:7]([OH:9])=[O:8], predict the reactants needed to synthesize it. The reactants are: [Cl:1][C:2]1[CH:3]=[C:4]([O:13][CH:14]2[CH2:19][CH2:18][O:17][CH2:16][CH2:15]2)[C:5]([CH3:12])=[C:6]([CH:11]=1)[C:7]([O:9]C)=[O:8].CO.[OH-].[Na+].Cl. (3) Given the product [Si:26]([O:1][CH:2]1[CH2:7][NH:6][C:5](=[O:8])[CH:4]([NH:9][C:10](=[O:16])[O:11][C:12]([CH3:13])([CH3:15])[CH3:14])[CH2:3]1)([C:22]([CH3:25])([CH3:24])[CH3:23])([CH3:29])[CH3:28], predict the reactants needed to synthesize it. The reactants are: [OH:1][CH:2]1[CH2:7][NH:6][C:5](=[O:8])[CH:4]([NH:9][C:10](=[O:16])[O:11][C:12]([CH3:15])([CH3:14])[CH3:13])[CH2:3]1.N1C=CN=C1.[C:22]([Si:26]([CH3:29])([CH3:28])Cl)([CH3:25])([CH3:24])[CH3:23]. (4) Given the product [Cl:12][C:4]1[CH:5]=[CH:6][C:7]([N+:9]([O-:11])=[O:10])=[CH:8][C:3]=1[CH2:2][S:20][C:18]1[N:17]=[C:16]([OH:21])[CH:15]=[C:14]([CH3:13])[N:19]=1, predict the reactants needed to synthesize it. The reactants are: Br[CH2:2][C:3]1[CH:8]=[C:7]([N+:9]([O-:11])=[O:10])[CH:6]=[CH:5][C:4]=1[Cl:12].[CH3:13][C:14]1[N:19]=[C:18]([SH:20])[N:17]=[C:16]([OH:21])[CH:15]=1.C(N(CC)CC)C. (5) Given the product [C:1]([O:5][C:6](=[O:19])[N:7]([CH3:18])[C@H:8]([CH2:12][C:13]1[S:14][CH:15]=[CH:16][CH:17]=1)[CH2:9][N:10]([CH3:11])[S:28]([CH3:27])(=[O:30])=[O:29])([CH3:3])([CH3:4])[CH3:2], predict the reactants needed to synthesize it. The reactants are: [C:1]([O:5][C:6](=[O:19])[N:7]([CH3:18])[C@H:8]([CH2:12][C:13]1[S:14][CH:15]=[CH:16][CH:17]=1)[CH2:9][NH:10][CH3:11])([CH3:4])([CH3:3])[CH3:2].C(N(CC)CC)C.[CH3:27][S:28](Cl)(=[O:30])=[O:29].